From a dataset of Reaction yield outcomes from USPTO patents with 853,638 reactions. Predict the reaction yield, written as a fraction of the theoretical maximum amount of product (1.0 means a 100% yield; for example, 0.34 means a 34% yield). (1) The yield is 0.710. The catalyst is O. The product is [CH2:13]([N:20]1[CH2:25][CH2:24][N:23]([C:2]2[C:11]3[C:6](=[CH:7][CH:8]=[C:9]([Cl:12])[CH:10]=3)[CH:5]=[CH:4][N:3]=2)[CH2:22][CH2:21]1)[C:14]1[CH:15]=[CH:16][CH:17]=[CH:18][CH:19]=1. The reactants are Cl[C:2]1[C:11]2[C:6](=[CH:7][CH:8]=[C:9]([Cl:12])[CH:10]=2)[CH:5]=[CH:4][N:3]=1.[CH2:13]([N:20]1[CH2:25][CH2:24][NH:23][CH2:22][CH2:21]1)[C:14]1[CH:19]=[CH:18][CH:17]=[CH:16][CH:15]=1. (2) The reactants are [CH3:1][N:2]([CH3:25])[C:3]([C:5]1[N:14]([CH:15]2[CH2:20][CH2:19][N:18]([C:21]([CH3:24])([CH3:23])[CH3:22])[CH2:17][CH2:16]2)[C:8]2[N:9]=[C:10](Cl)[N:11]=[CH:12][C:7]=2[CH:6]=1)=[O:4].[C:26]([O:30][C:31]([N:33]1[CH:38]2[CH2:39][CH2:40][CH:34]1[CH2:35][N:36]([C:41]([C:43]1[CH:44]=[N:45][C:46]([NH2:49])=[CH:47][CH:48]=1)=[O:42])[CH2:37]2)=[O:32])([CH3:29])([CH3:28])[CH3:27]. No catalyst specified. The product is [C:26]([O:30][C:31]([N:33]1[CH:34]2[CH2:40][CH2:39][CH:38]1[CH2:37][N:36]([C:41]([C:43]1[CH:44]=[N:45][C:46]([NH:49][C:10]3[N:11]=[CH:12][C:7]4[CH:6]=[C:5]([C:3](=[O:4])[N:2]([CH3:25])[CH3:1])[N:14]([CH:15]5[CH2:20][CH2:19][N:18]([C:21]([CH3:24])([CH3:23])[CH3:22])[CH2:17][CH2:16]5)[C:8]=4[N:9]=3)=[CH:47][CH:48]=1)=[O:42])[CH2:35]2)=[O:32])([CH3:29])([CH3:27])[CH3:28]. The yield is 0.470. (3) The reactants are [O:1]1[CH2:4][C:3](=O)[CH2:2]1.C1(P(C2C=CC=CC=2)(C2C=CC=CC=2)=[CH:13][C:14]([O:16][CH2:17][CH3:18])=[O:15])C=CC=CC=1. The catalyst is C(Cl)Cl. The product is [CH2:17]([O:16][C:14](=[O:15])[CH:13]=[C:3]1[CH2:2][O:1][CH2:4]1)[CH3:18]. The yield is 0.790.